From a dataset of Forward reaction prediction with 1.9M reactions from USPTO patents (1976-2016). Predict the product of the given reaction. Given the reactants [Cl:1][C:2]1[N:7]=[C:6]([NH:8][CH3:9])[C:5]([N+:10]([O-])=O)=[CH:4][N:3]=1, predict the reaction product. The product is: [Cl:1][C:2]1[N:7]=[C:6]([NH:8][CH3:9])[C:5]([NH2:10])=[CH:4][N:3]=1.